This data is from Reaction yield outcomes from USPTO patents with 853,638 reactions. The task is: Predict the reaction yield, written as a fraction of the theoretical maximum amount of product (1.0 means a 100% yield; for example, 0.34 means a 34% yield). (1) The reactants are [Br:1][C:2]1[CH:7]=[CH:6][C:5]([NH:8][C:9]2[C:10]([C:17](O)=[O:18])=[CH:11][N:12]([CH3:16])[C:13](=[O:15])[CH:14]=2)=[C:4]([F:20])[CH:3]=1.CC[N:23]=C=NCCCN(C)C.C1C=CC2N(O)N=NC=2C=1.[NH4+].[Cl-].CCN(CC)CC. The catalyst is CN(C=O)C.CCOC(C)=O. The product is [Br:1][C:2]1[CH:7]=[CH:6][C:5]([NH:8][C:9]2[C:10]([C:17]([NH2:23])=[O:18])=[CH:11][N:12]([CH3:16])[C:13](=[O:15])[CH:14]=2)=[C:4]([F:20])[CH:3]=1. The yield is 0.760. (2) The reactants are [C:1]([NH:4][C:5]1[C:35]([Cl:36])=[CH:34][C:8]([CH2:9][NH:10]/[C:11](=[N:26]\[C:27](=[O:33])[O:28][C:29]([CH3:32])([CH3:31])[CH3:30])/[NH:12][C:13](=[O:25])[CH2:14][CH:15]([OH:24])[C:16]2[CH:21]=[CH:20][C:19]([O:22][CH3:23])=[CH:18][CH:17]=2)=[CH:7][C:6]=1[Cl:37])(=[O:3])[CH3:2]. The catalyst is ClCCl.O=[Mn]=O. The product is [C:1]([NH:4][C:5]1[C:6]([Cl:37])=[CH:7][C:8]([CH2:9][NH:10]/[C:11](=[N:26]\[C:27](=[O:33])[O:28][C:29]([CH3:32])([CH3:30])[CH3:31])/[NH:12][C:13](=[O:25])[CH2:14][C:15]([C:16]2[CH:17]=[CH:18][C:19]([O:22][CH3:23])=[CH:20][CH:21]=2)=[O:24])=[CH:34][C:35]=1[Cl:36])(=[O:3])[CH3:2]. The yield is 0.660. (3) The reactants are Br[CH2:2][C:3]([C:5]1[CH:10]=[CH:9][C:8]([I:11])=[CH:7][CH:6]=1)=O.[NH2:12][C:13]1[C:18]([CH3:19])=[CH:17][CH:16]=[CH:15][N:14]=1.C(=O)(O)[O-].[Na+]. The catalyst is C(O)(C)C. The product is [I:11][C:8]1[CH:9]=[CH:10][C:5]([C:3]2[N:12]=[C:13]3[C:18]([CH3:19])=[CH:17][CH:16]=[CH:15][N:14]3[CH:2]=2)=[CH:6][CH:7]=1. The yield is 0.710.